Dataset: Forward reaction prediction with 1.9M reactions from USPTO patents (1976-2016). Task: Predict the product of the given reaction. (1) Given the reactants [C:1]([C:5]1[N:10]=[CH:9][C:8]([C:11]2[N:12]([C:32](Cl)=[O:33])[C@@:13]([C:25]3[CH:30]=[CH:29][C:28]([Cl:31])=[CH:27][CH:26]=3)([CH3:24])[C@@:14]([C:17]3[CH:22]=[CH:21][C:20]([Cl:23])=[CH:19][CH:18]=3)([CH3:16])[N:15]=2)=[C:7]([O:35][CH2:36][CH3:37])[CH:6]=1)([CH3:4])([CH3:3])[CH3:2].[NH:38]1[CH2:43][CH2:42][CH:41]([NH:44][C:45](=[O:47])[CH3:46])[CH2:40][CH2:39]1, predict the reaction product. The product is: [C:1]([C:5]1[N:10]=[CH:9][C:8]([C:11]2[N:12]([C:32]([N:38]3[CH2:43][CH2:42][CH:41]([NH:44][C:45](=[O:47])[CH3:46])[CH2:40][CH2:39]3)=[O:33])[C@@:13]([C:25]3[CH:26]=[CH:27][C:28]([Cl:31])=[CH:29][CH:30]=3)([CH3:24])[C@@:14]([C:17]3[CH:18]=[CH:19][C:20]([Cl:23])=[CH:21][CH:22]=3)([CH3:16])[N:15]=2)=[C:7]([O:35][CH2:36][CH3:37])[CH:6]=1)([CH3:2])([CH3:3])[CH3:4]. (2) Given the reactants [O:1]1[C:5]2([CH2:10][CH2:9][CH:8](OS(C)(=O)=O)[CH2:7][CH2:6]2)[O:4][CH2:3][CH2:2]1.[NH:16]1[CH:20]=[N:19][CH:18]=[N:17]1.[H-].[Na+], predict the reaction product. The product is: [N:16]1([CH:8]2[CH2:9][CH2:10][C:5](=[O:4])[CH2:6][CH2:7]2)[CH:20]=[N:19][CH:18]=[N:17]1.[O:1]1[C:5]2([CH2:10][CH2:9][CH:8]([N:16]3[CH:20]=[N:19][CH:18]=[N:17]3)[CH2:7][CH2:6]2)[O:4][CH2:3][CH2:2]1.